From a dataset of Full USPTO retrosynthesis dataset with 1.9M reactions from patents (1976-2016). Predict the reactants needed to synthesize the given product. (1) Given the product [CH3:12][O:13][C:14](=[O:38])[C:15]1[CH:20]=[CH:19][CH:18]=[C:17]([CH2:21][N:22]2[C:23]3[C:28](=[CH:27][CH:26]=[CH:25][CH:24]=3)/[C:31](=[C:32](\[C:6]3[CH:7]=[CH:8][C:3]([C:1]#[N:2])=[CH:4][CH:5]=3)/[C:33]([CH3:36])([CH3:35])[CH3:34])/[C:30]2=[O:37])[CH:16]=1, predict the reactants needed to synthesize it. The reactants are: [C:1]([C:3]1[CH:8]=[CH:7][C:6](B(O)O)=[CH:5][CH:4]=1)#[N:2].[CH3:12][O:13][C:14](=[O:38])[C:15]1[CH:20]=[CH:19][CH:18]=[C:17]([CH2:21][N:22]([C:30](=[O:37])[C:31]#[C:32][C:33]([CH3:36])([CH3:35])[CH3:34])[C:23]2[CH:28]=[CH:27][CH:26]=[CH:25][C:24]=2I)[CH:16]=1. (2) Given the product [C:7]1(=[O:13])[CH:11]2[CH:10]([CH:6]3[CH2:5][CH2:4][CH:3]2[CH:2]=[CH:1]3)[C:9](=[O:12])[CH2:8]1, predict the reactants needed to synthesize it. The reactants are: [CH:1]1[CH2:6][CH2:5][CH:4]=[CH:3][CH:2]=1.[C:7]1(=[O:13])[CH:11]=[CH:10][C:9](=[O:12])[CH2:8]1.